This data is from NCI-60 drug combinations with 297,098 pairs across 59 cell lines. The task is: Regression. Given two drug SMILES strings and cell line genomic features, predict the synergy score measuring deviation from expected non-interaction effect. (1) Drug 2: C1CC(CNC1)C2=CC=C(C=C2)N3C=C4C=CC=C(C4=N3)C(=O)N. Synergy scores: CSS=19.3, Synergy_ZIP=-11.2, Synergy_Bliss=-21.4, Synergy_Loewe=-29.8, Synergy_HSA=-18.4. Cell line: UACC62. Drug 1: CCC1=CC2CC(C3=C(CN(C2)C1)C4=CC=CC=C4N3)(C5=C(C=C6C(=C5)C78CCN9C7C(C=CC9)(C(C(C8N6C)(C(=O)OC)O)OC(=O)C)CC)OC)C(=O)OC. (2) Drug 1: CCC(=C(C1=CC=CC=C1)C2=CC=C(C=C2)OCCN(C)C)C3=CC=CC=C3.C(C(=O)O)C(CC(=O)O)(C(=O)O)O. Drug 2: CC1=C2C(C(=O)C3(C(CC4C(C3C(C(C2(C)C)(CC1OC(=O)C(C(C5=CC=CC=C5)NC(=O)C6=CC=CC=C6)O)O)OC(=O)C7=CC=CC=C7)(CO4)OC(=O)C)O)C)OC(=O)C. Cell line: 786-0. Synergy scores: CSS=2.35, Synergy_ZIP=1.95, Synergy_Bliss=4.36, Synergy_Loewe=-2.45, Synergy_HSA=3.30. (3) Drug 1: CCCCCOC(=O)NC1=NC(=O)N(C=C1F)C2C(C(C(O2)C)O)O. Synergy scores: CSS=3.49, Synergy_ZIP=-2.08, Synergy_Bliss=-1.55, Synergy_Loewe=-4.69, Synergy_HSA=-0.0233. Drug 2: CC1=C(C(=CC=C1)Cl)NC(=O)C2=CN=C(S2)NC3=CC(=NC(=N3)C)N4CCN(CC4)CCO. Cell line: UACC62. (4) Drug 1: COC1=C(C=C2C(=C1)N=CN=C2NC3=CC(=C(C=C3)F)Cl)OCCCN4CCOCC4. Drug 2: COC1=CC(=CC(=C1O)OC)C2C3C(COC3=O)C(C4=CC5=C(C=C24)OCO5)OC6C(C(C7C(O6)COC(O7)C8=CC=CS8)O)O. Synergy scores: CSS=47.0, Synergy_ZIP=-2.43, Synergy_Bliss=0.195, Synergy_Loewe=0.880, Synergy_HSA=3.27. Cell line: 786-0.